Binary Classification. Given a drug SMILES string, predict its activity (active/inactive) in a high-throughput screening assay against a specified biological target. From a dataset of Orexin1 receptor HTS with 218,158 compounds and 233 confirmed actives. (1) The molecule is Fc1ccc(c2c3c(n(c2c2cc(OC)cc(OC)c2)C)ccc(c3)c2ccc(OC)nc2)cc1. The result is 0 (inactive). (2) The compound is s1c2c(c(=O)c3c1cccc3)cc(O)cc2C. The result is 1 (active). (3) The molecule is O(CCCC)C(=O)n1c2c(oc1=O)cccc2. The result is 0 (inactive). (4) The compound is S(=O)(=O)(N(c1ccc(cc1)C(=O)Nc1cccnc1)C)c1ccc(cc1)C. The result is 0 (inactive). (5) The drug is Fc1ccc(CC2CCC=CCC(C(=O)N3C(CCC3)COC2=O)CC(=O)N(Cc2ccccc2)CCO)cc1. The result is 0 (inactive). (6) The drug is Clc1ccc(C(=O)NCCCC(OC(C(=O)N(Cc2ccccc2)C)C)=O)cc1. The result is 0 (inactive). (7) The molecule is FC(F)(F)COc1c(cc(OCC(F)(F)F)cc1)C(=O)N\N=C\c1ccc(F)cc1. The result is 0 (inactive).